From a dataset of CYP3A4 inhibition data for predicting drug metabolism from PubChem BioAssay. Regression/Classification. Given a drug SMILES string, predict its absorption, distribution, metabolism, or excretion properties. Task type varies by dataset: regression for continuous measurements (e.g., permeability, clearance, half-life) or binary classification for categorical outcomes (e.g., BBB penetration, CYP inhibition). Dataset: cyp3a4_veith. (1) The result is 0 (non-inhibitor). The molecule is O=C(Nc1ncc(Cc2cccc(Cl)c2)s1)C1=NCCN1. (2) The molecule is CN1C(=O)CC(Sc2ccccc2C(=O)O)C1=O. The result is 0 (non-inhibitor). (3) The compound is CCCCCCc1nc2ccccc2c(=O)n1NC(=O)c1c(O)c2c(n(CC(C)C)c1=O)CCCC2. The result is 0 (non-inhibitor). (4) The compound is COC(=O)CSc1nnc2n(C3CCCCC3)c(=O)c3c4c(sc3n12)CCCC4. The result is 1 (inhibitor). (5) The drug is COc1ccccc1CNc1nc(-c2c(C)noc2C)nc2ccccc12. The result is 1 (inhibitor). (6) The molecule is Nc1nc(-c2ccco2)nn1C(=O)c1ccc(Cl)cc1. The result is 0 (non-inhibitor). (7) The compound is Cn1c(C(=O)O)c(CC(=O)NCC2COc3ccccc3O2)c2ccccc21. The result is 0 (non-inhibitor). (8) The compound is Cc1ccc(-c2nn3c(C)nnc3c3ccccc23)cc1S(=O)(=O)NCCN1CCOCC1. The result is 1 (inhibitor). (9) The drug is O=C(NNS(=O)(=O)c1ccc(Cl)cc1)c1sccc1-n1cccc1. The result is 1 (inhibitor). (10) The molecule is Cc1cc(OCC(F)(F)C(F)(F)C(F)(F)C(F)F)nc(N)n1. The result is 0 (non-inhibitor).